From a dataset of Forward reaction prediction with 1.9M reactions from USPTO patents (1976-2016). Predict the product of the given reaction. (1) Given the reactants NCCCCCC(O)=O.S(Cl)([Cl:12])=O.Cl[C:15]1[C:24]2[C:19](=[CH:20][CH:21]=[CH:22][CH:23]=2)[N:18]=[CH:17][C:16]=1[N+:25]([O-:27])=[O:26].Cl.[NH2:29][CH2:30][CH2:31][CH2:32][CH2:33][CH2:34][C:35]([O:37][CH2:38][CH3:39])=[O:36].C(N(CC)CC)C, predict the reaction product. The product is: [ClH:12].[NH2:29][CH2:30][CH2:31][CH2:32][CH2:33][CH2:34][C:35]([O:37][CH2:38][CH3:39])=[O:36].[N+:25]([C:16]1[CH:17]=[N:18][C:19]2[C:24]([C:15]=1[NH:29][CH2:30][CH2:31][CH2:32][CH2:33][CH2:34][C:35]([O:37][CH2:38][CH3:39])=[O:36])=[CH:23][CH:22]=[CH:21][CH:20]=2)([O-:27])=[O:26]. (2) The product is: [C:11]([C@:15]1([CH3:44])[C@@H:28]2[C@@:19]3([CH2:30][CH2:29][C@@:26]4([CH2:27]2)[C@@:21]25[C:37]6[C:32](=[CH:33][CH:34]=[C:35]([O:39][CH3:3])[C:36]=6[O:38][C@@H:20]32)[CH2:31][C@H:25]4[N:24]([CH3:40])[CH2:23][CH2:22]5)[O:18][CH2:17][O:16]1)([CH3:13])([CH3:12])[CH3:14]. Given the reactants CI.[CH2:3](Br)C1C=CC=CC=1.[C:11]([C@:15]1([CH3:44])[C@@H:28]2[C@@:19]3([CH2:30][CH2:29][C@:26]4([CH2:27]2)[C@@:21]25[C:37]6[C:32](=[CH:33][CH:34]=[C:35]([OH:39])[C:36]=6[O:38][C@@H:20]32)[CH2:31][C@H:25]4[N:24]([CH2:40]C2CC2)[CH2:23][CH2:22]5)[O:18][CH2:17][O:16]1)([CH3:14])([CH3:13])[CH3:12], predict the reaction product. (3) Given the reactants [NH2:1][C:2]1[CH:7]=[CH:6][CH:5]=[CH:4][C:3]=1[S:8][C:9]1[CH:17]=[CH:16][CH:15]=[CH:14][C:10]=1[C:11](O)=[O:12].CCN=C=NCCCN(C)C.C(N(CC)CC)C.C1C=CC2N(O)N=NC=2C=1, predict the reaction product. The product is: [CH:14]1[C:10]2[C:11](=[O:12])[NH:1][C:2]3[CH:7]=[CH:6][CH:5]=[CH:4][C:3]=3[S:8][C:9]=2[CH:17]=[CH:16][CH:15]=1. (4) Given the reactants Br[CH2:2][C:3]([C:5]1[CH:10]=[CH:9][C:8]([O:11][CH3:12])=[CH:7][CH:6]=1)=O.[N:13]1[CH:18]=[CH:17][CH:16]=[CH:15][C:14]=1[CH3:19].C(=O)([O-])[O-].[K+].[K+], predict the reaction product. The product is: [CH3:12][O:11][C:8]1[CH:9]=[CH:10][C:5]([CH:3]2[CH2:2][N:13]3[CH:14]([CH2:15][CH2:16][CH2:17][CH2:18]3)[CH2:19]2)=[CH:6][CH:7]=1. (5) Given the reactants [CH3:1][C:2]1[CH:7]=[CH:6][C:5]([O:8][CH2:9][CH2:10][CH3:11])=[CH:4][C:3]=1N.N([O-])=[O:14].[Na+], predict the reaction product. The product is: [CH3:1][C:2]1[CH:7]=[CH:6][C:5]([O:8][CH2:9][CH2:10][CH3:11])=[CH:4][C:3]=1[OH:14]. (6) Given the reactants [CH3:1][C:2]1[CH:3]=[C:4]([C:12]2[CH:17]=[C:16]([C:18]([F:21])([F:20])[F:19])[N:15]3[N:22]=[CH:23][CH:24]=[C:14]3[N:13]=2)[CH:5]=[CH:6][C:7]=1[C:8]([F:11])([F:10])[F:9].C([O-])(=O)C.[Na+].[I:30]Cl, predict the reaction product. The product is: [I:30][C:24]1[CH:23]=[N:22][N:15]2[C:16]([C:18]([F:21])([F:19])[F:20])=[CH:17][C:12]([C:4]3[CH:5]=[CH:6][C:7]([C:8]([F:9])([F:10])[F:11])=[C:2]([CH3:1])[CH:3]=3)=[N:13][C:14]=12. (7) The product is: [C:4]([C:6]1[CH:19]=[CH:18][C:9]2[CH:10]=[C:11]([C:13]([O:15][CH2:16][CH3:17])=[O:14])[S:12][C:8]=2[CH:7]=1)(=[O:5])[CH3:22]. Given the reactants CON(C)[C:4]([C:6]1[CH:19]=[CH:18][C:9]2[CH:10]=[C:11]([C:13]([O:15][CH2:16][CH3:17])=[O:14])[S:12][C:8]=2[CH:7]=1)=[O:5].[Li][CH3:22].[Cl-].[NH4+], predict the reaction product. (8) Given the reactants [Cl:1][C:2]1[N:3]=[C:4]([C:9]([NH:11][C@H:12]2[CH2:17][CH2:16][N:15]([C:18]3[S:19][C:20]([C:23]([O:25]CC)=[O:24])=[CH:21][N:22]=3)[CH2:14][C@H:13]2[O:28][CH2:29][CH:30]([F:32])[F:31])=[O:10])[NH:5][C:6]=1[CH2:7][CH3:8].[OH-].[Li+].CO, predict the reaction product. The product is: [Cl:1][C:2]1[N:3]=[C:4]([C:9]([NH:11][C@H:12]2[CH2:17][CH2:16][N:15]([C:18]3[S:19][C:20]([C:23]([OH:25])=[O:24])=[CH:21][N:22]=3)[CH2:14][C@H:13]2[O:28][CH2:29][CH:30]([F:32])[F:31])=[O:10])[NH:5][C:6]=1[CH2:7][CH3:8].